Dataset: Forward reaction prediction with 1.9M reactions from USPTO patents (1976-2016). Task: Predict the product of the given reaction. (1) Given the reactants [Cl:1][C:2]1[CH:11]=[C:10]2[C:5]([CH2:6][CH2:7][N:8]([S:12]([CH2:15][CH:16]([C@H:18]3[CH2:22][CH2:21][CH2:20][O:19]3)O)(=[O:14])=[O:13])[CH2:9]2)=[CH:4][CH:3]=1.CCN(CC)CC.CS(Cl)(=O)=O.Cl, predict the reaction product. The product is: [Cl:1][C:2]1[CH:11]=[C:10]2[C:5]([CH2:6][CH2:7][N:8]([S:12]([CH:15]=[CH:16][C@H:18]3[CH2:22][CH2:21][CH2:20][O:19]3)(=[O:14])=[O:13])[CH2:9]2)=[CH:4][CH:3]=1. (2) Given the reactants [Cl:1][C:2]1[C:10]2[CH2:11][CH2:12][NH:13][CH2:14][CH2:15][N:8]3[C:9]=2[C:5]([C:6]2[CH2:20][CH2:19][CH2:18][CH2:17][CH2:16][C:7]=23)=[CH:4][CH:3]=1.C([BH3-])#N.[Na+], predict the reaction product. The product is: [Cl:1][C:2]1[C:10]2[CH2:11][CH2:12][NH:13][CH2:14][CH2:15][N:8]3[C:9]=2[C:5]([CH:6]2[CH2:20][CH2:19][CH2:18][CH2:17][CH2:16][CH:7]23)=[CH:4][CH:3]=1. (3) The product is: [CH2:1]([O:8][C:9]1[CH:14]=[CH:13][C:12]([OH:15])=[CH:11][C:10]=1[N:16]([C:24]([O:26][CH2:35][C:36]1[CH:41]=[CH:40][CH:39]=[CH:38][CH:37]=1)=[O:25])[S:17]([CH3:20])(=[O:19])=[O:18])[C:2]1[CH:7]=[CH:6][CH:5]=[CH:4][CH:3]=1. Given the reactants [CH2:1]([O:8][C:9]1[CH:14]=[CH:13][C:12]([OH:15])=[CH:11][C:10]=1[N:16]([C:24]([O:26]C(C)(C)C)=[O:25])[S:17]([CH2:20]CCC)(=[O:19])=[O:18])[C:2]1[CH:7]=[CH:6][CH:5]=[CH:4][CH:3]=1.C(O)(=O)C.[CH2:35](OC1C=CC=CC=1N(C(OC(C)(C)C)=O)S(CCCC)(=O)=O)[C:36]1[CH:41]=[CH:40][CH:39]=[CH:38][CH:37]=1, predict the reaction product. (4) Given the reactants [CH:1]12[CH2:7][CH:4]([CH:5]=[CH:6]1)[CH2:3][CH:2]2[C:8](O)=O.[C:11]12(C(C)C(O)=O)[CH2:17][CH:14]([CH2:15][CH2:16]1)[CH:13]=[CH:12]2, predict the reaction product. The product is: [CH2:8]([CH:2]1[CH2:3][CH:4]2[CH2:7][CH:1]1[CH:6]=[CH:5]2)[CH2:17][C:11]1[CH:16]=[CH:15][CH:14]=[CH:13][CH:12]=1. (5) Given the reactants [F:1][C:2]1[CH:3]=[N:4][C:5]2[CH:6]=[CH:7][C:8](=[O:34])[N:9]3[CH:14]([CH2:15][N:16]4[CH2:20][C@@H:19]([OH:21])[C@@H:18]([CH2:22][NH:23]C(=O)OCC5C=CC=CC=5)[CH2:17]4)[CH2:13][CH2:12][C:11]=1[C:10]=23, predict the reaction product. The product is: [NH2:23][CH2:22][C@@H:18]1[C@H:19]([OH:21])[CH2:20][N:16]([CH2:15][CH:14]2[N:9]3[C:10]4[C:11](=[C:2]([F:1])[CH:3]=[N:4][C:5]=4[CH:6]=[CH:7][C:8]3=[O:34])[CH2:12][CH2:13]2)[CH2:17]1.